This data is from Full USPTO retrosynthesis dataset with 1.9M reactions from patents (1976-2016). The task is: Predict the reactants needed to synthesize the given product. (1) Given the product [Cl:27][C:24]1[CH:25]=[CH:26][C:11]([NH:10][C:29]([C:30]2[CH:35]=[CH:34][N:33]=[CH:32][CH:31]=2)=[O:36])=[C:12]([C:13]([NH:15][CH2:16][CH:17]2[CH2:22][CH2:21][CH2:20][CH2:19][CH2:18]2)=[O:14])[CH:23]=1, predict the reactants needed to synthesize it. The reactants are: C(N(C(C)C)CC)(C)C.[NH2:10][C:11]1[CH:26]=[CH:25][C:24]([Cl:27])=[CH:23][C:12]=1[C:13]([NH:15][CH2:16][CH:17]1[CH2:22][CH2:21][CH2:20][CH2:19][CH2:18]1)=[O:14].Cl.[C:29](Cl)(=[O:36])[C:30]1[CH:35]=[CH:34][N:33]=[CH:32][CH:31]=1. (2) Given the product [C:13]([O:12][C:10](=[O:11])[NH:1][CH2:2][C:3]1[CH:8]=[CH:7][CH:6]=[C:5]([Br:9])[CH:4]=1)([CH3:16])([CH3:15])[CH3:14], predict the reactants needed to synthesize it. The reactants are: [NH2:1][CH2:2][C:3]1[CH:4]=[C:5]([Br:9])[CH:6]=[CH:7][CH:8]=1.[C:10](O[C:10]([O:12][C:13]([CH3:16])([CH3:15])[CH3:14])=[O:11])([O:12][C:13]([CH3:16])([CH3:15])[CH3:14])=[O:11].[OH-].[Na+]. (3) Given the product [Br:1][C:2]1[CH:7]=[CH:6][CH:5]=[C:4]([CH2:8][O:9][CH2:18][C:19]2[CH:24]=[CH:23][C:22]([O:25][CH3:26])=[CH:21][CH:20]=2)[CH:3]=1, predict the reactants needed to synthesize it. The reactants are: [Br:1][C:2]1[CH:3]=[C:4]([CH2:8][OH:9])[CH:5]=[CH:6][CH:7]=1.CN(C=O)C.[H-].[Na+].Cl[CH2:18][C:19]1[CH:24]=[CH:23][C:22]([O:25][CH3:26])=[CH:21][CH:20]=1. (4) The reactants are: Br[C:2]1[C:3]([O:28][CH3:29])=[C:4]([CH:10]([NH:12][C:13]2[N:21]=[CH:20][N:19]=[C:18]3[C:14]=2[N:15]=[CH:16][N:17]3[CH:22]2[CH2:27][CH2:26][CH2:25][CH2:24][O:23]2)[CH3:11])[CH:5]=[C:6]([Cl:9])[C:7]=1[CH3:8].CC1(C)C(C)(C)OB([C:38]2[CH:39]=[N:40][N:41]([CH:43]3[CH2:48][CH2:47][N:46]([C:49]([O:51][C:52]([CH3:55])([CH3:54])[CH3:53])=[O:50])[CH2:45][CH2:44]3)[CH:42]=2)O1.C(=O)([O-])[O-].[Na+].[Na+].O1CCOCC1. Given the product [Cl:9][C:6]1[C:7]([CH3:8])=[C:2]([C:38]2[CH:39]=[N:40][N:41]([CH:43]3[CH2:44][CH2:45][N:46]([C:49]([O:51][C:52]([CH3:55])([CH3:54])[CH3:53])=[O:50])[CH2:47][CH2:48]3)[CH:42]=2)[C:3]([O:28][CH3:29])=[C:4]([CH:10]([NH:12][C:13]2[N:21]=[CH:20][N:19]=[C:18]3[C:14]=2[N:15]=[CH:16][N:17]3[CH:22]2[CH2:27][CH2:26][CH2:25][CH2:24][O:23]2)[CH3:11])[CH:5]=1, predict the reactants needed to synthesize it.